This data is from Full USPTO retrosynthesis dataset with 1.9M reactions from patents (1976-2016). The task is: Predict the reactants needed to synthesize the given product. (1) Given the product [C:21]([CH2:6][C@H:7]1[CH2:12][CH2:11][CH2:10][CH2:9][C@@H:8]1[NH:13][C:14](=[O:20])[O:15][C:16]([CH3:19])([CH3:18])[CH3:17])#[N:22], predict the reactants needed to synthesize it. The reactants are: CS(O[CH2:6][C@H:7]1[CH2:12][CH2:11][CH2:10][CH2:9][C@@H:8]1[NH:13][C:14](=[O:20])[O:15][C:16]([CH3:19])([CH3:18])[CH3:17])(=O)=O.[C-:21]#[N:22].[K+].O. (2) The reactants are: Cl[C:2]1[CH:7]=[C:6]([Cl:8])[N:5]=[CH:4][N:3]=1.[C:9]1([C@@H:15]([NH2:17])[CH3:16])[CH:14]=[CH:13][CH:12]=[CH:11][CH:10]=1. Given the product [Cl:8][C:6]1[N:5]=[CH:4][N:3]=[C:2]([NH:17][C@H:15]([C:9]2[CH:14]=[CH:13][CH:12]=[CH:11][CH:10]=2)[CH3:16])[CH:7]=1, predict the reactants needed to synthesize it. (3) The reactants are: [F:1][C:2]1[CH:3]=[CH:4][CH:5]=[C:6]2[C:10]=1[NH:9][CH:8]=[C:7]2[CH2:11][NH:12][CH3:13].CNCC1C2C=CC=CC=2N2CCCC=12.[NH2:29][C:30]1[N:35]=[CH:34][C:33](/[CH:36]=[CH:37]/[C:38]([OH:40])=O)=[CH:32][CH:31]=1.Cl.O=C1NC2N=CC(/C=C/C(O)=O)=CC=2CC1. Given the product [NH2:29][C:30]1[N:35]=[CH:34][C:33](/[CH:36]=[CH:37]/[C:38]([N:12]([CH2:11][C:7]2[C:6]3[C:10](=[C:2]([F:1])[CH:3]=[CH:4][CH:5]=3)[NH:9][CH:8]=2)[CH3:13])=[O:40])=[CH:32][CH:31]=1, predict the reactants needed to synthesize it. (4) Given the product [F:35][C:36]1[CH:44]=[CH:43][CH:42]=[C:41]([N:45]2[N:49]=[CH:48][CH:47]=[N:46]2)[C:37]=1[C:38]([N:14]1[CH2:13][CH2:12][C@@H:11]2[C@@H:16]([N:9]([C:5]3[N:4]=[C:3]([C:2]([F:1])([F:17])[F:18])[CH:8]=[CH:7][N:6]=3)[CH2:10]2)[CH2:15]1)=[O:39], predict the reactants needed to synthesize it. The reactants are: [F:1][C:2]([F:18])([F:17])[C:3]1[CH:8]=[CH:7][N:6]=[C:5]([N:9]2[C@@H:16]3[C@@H:11]([CH2:12][CH2:13][NH:14][CH2:15]3)[CH2:10]2)[N:4]=1.CC1C=C(C)N=C(N2[C@@H]3[C@@H](CCNC3)C2)N=1.[F:35][C:36]1[CH:44]=[CH:43][CH:42]=[C:41]([N:45]2[N:49]=[CH:48][CH:47]=[N:46]2)[C:37]=1[C:38](O)=[O:39].S1C=CC=C1C1C=CC=CC=1C(O)=O. (5) Given the product [NH2:17][C:2]([CH2:9][CH2:10][CH2:11][CH3:12])=[CH:3][C:4]([O:6][CH2:7][CH3:8])=[O:5], predict the reactants needed to synthesize it. The reactants are: O=[C:2]([CH2:9][CH2:10][CH2:11][CH3:12])[CH2:3][C:4]([O:6][CH2:7][CH3:8])=[O:5].C([O-])(=O)C.[NH4+:17]. (6) Given the product [N+:15]([C:7]1[CH:8]=[CH:9][CH:10]=[C:5]2[C:6]=1[CH:11]=[N:1][NH:4]2)([O-:17])=[O:16], predict the reactants needed to synthesize it. The reactants are: [N+:1]([NH:4][C:5]1[CH:10]=[CH:9][CH:8]=[CH:7][CH:6]=1)([O-])=O.[C:11](O)(=O)C.[N:15]([O-:17])=[O:16].[Na+]. (7) Given the product [CH3:17][O:18][C:19]1[CH:24]=[CH:23][CH:22]=[CH:21][C:20]=1[C:2]1[CH:3]=[CH:4][CH:5]=[C:6]2[C:11]=1[N:10]=[CH:9][C:8]([C:12]([O:14][CH2:15][CH3:16])=[O:13])=[CH:7]2, predict the reactants needed to synthesize it. The reactants are: Br[C:2]1[CH:3]=[CH:4][CH:5]=[C:6]2[C:11]=1[N:10]=[CH:9][C:8]([C:12]([O:14][CH2:15][CH3:16])=[O:13])=[CH:7]2.[CH3:17][O:18][C:19]1[CH:24]=[CH:23][CH:22]=[CH:21][C:20]=1B(O)O.C([O-])([O-])=O.[K+].[K+]. (8) Given the product [F:26][C:27]1[CH:28]=[C:29]([NH:34][C:21]([C:19]2[N:20]=[C:16]([CH2:15][O:14][C:13]3[CH:12]=[CH:11][C:10]([CH2:9][CH2:8][CH2:7][CH2:6][N:1]4[CH:5]=[CH:4][N:3]=[N:2]4)=[CH:25][CH:24]=3)[O:17][CH:18]=2)=[O:23])[CH:30]=[C:31]([F:33])[CH:32]=1, predict the reactants needed to synthesize it. The reactants are: [N:1]1([CH2:6][CH2:7][CH2:8][CH2:9][C:10]2[CH:25]=[CH:24][C:13]([O:14][CH2:15][C:16]3[O:17][CH:18]=[C:19]([C:21]([OH:23])=O)[N:20]=3)=[CH:12][CH:11]=2)[CH:5]=[CH:4][N:3]=[N:2]1.[F:26][C:27]1[CH:28]=[C:29]([NH2:34])[CH:30]=[C:31]([F:33])[CH:32]=1. (9) Given the product [C:6]([C:7]1[CH:8]=[CH:9][C:10]([C:13]2[N:17]([C:18]3[CH:23]=[CH:22][N:21]=[CH:20][CH:19]=3)[N:16]=[CH:15][CH:14]=2)=[CH:11][CH:12]=1)#[CH:5], predict the reactants needed to synthesize it. The reactants are: C[Si]([C:5]#[C:6][C:7]1[CH:12]=[CH:11][C:10]([C:13]2[N:17]([C:18]3[CH:23]=[CH:22][N:21]=[CH:20][CH:19]=3)[N:16]=[CH:15][CH:14]=2)=[CH:9][CH:8]=1)(C)C.O. (10) Given the product [CH2:34]([C:37]1[CH:42]=[C:41]([Br:43])[CH:40]=[C:39]([N+:44]([O-:46])=[O:45])[C:38]=1[O:47][CH2:51][CH2:50][C:49]([F:54])([F:53])[F:48])[CH:35]=[CH2:36], predict the reactants needed to synthesize it. The reactants are: C1(P(C2C=CC=CC=2)C2C=CC=CC=2)C=CC=CC=1.N(C(OC(C)C)=O)=NC(OC(C)C)=O.[CH2:34]([C:37]1[CH:42]=[C:41]([Br:43])[CH:40]=[C:39]([N+:44]([O-:46])=[O:45])[C:38]=1[OH:47])[CH:35]=[CH2:36].[F:48][C:49]([F:54])([F:53])[CH2:50][CH2:51]O.